From a dataset of Reaction yield outcomes from USPTO patents with 853,638 reactions. Predict the reaction yield, written as a fraction of the theoretical maximum amount of product (1.0 means a 100% yield; for example, 0.34 means a 34% yield). The reactants are S1C2C=CC=CC=2C(CCO)=C1.[O:13]1[C:17]2[CH:18]=[CH:19][CH:20]=[CH:21][C:16]=2[C:15]([CH2:22][C:23](O)=[O:24])=[CH:14]1.[H-].[Al+3].[Li+].[H-].[H-].[H-].CCCCCC.CCOC(C)=O. The catalyst is O1CCCC1. The product is [O:13]1[C:17]2[CH:18]=[CH:19][CH:20]=[CH:21][C:16]=2[C:15]([CH2:22][CH2:23][OH:24])=[CH:14]1. The yield is 0.880.